Dataset: Reaction yield outcomes from USPTO patents with 853,638 reactions. Task: Predict the reaction yield, written as a fraction of the theoretical maximum amount of product (1.0 means a 100% yield; for example, 0.34 means a 34% yield). (1) The reactants are O[CH:2]=[C:3]1[C:11]2[C:6](=[CH:7][C:8]([C:12]([C:14]3[CH:15]=[C:16]([NH:20][C:21]([C:23]4[S:24][CH:25]=[CH:26][CH:27]=4)=[O:22])[CH:17]=[CH:18][CH:19]=3)=[O:13])=[CH:9][CH:10]=2)[NH:5][C:4]1=[O:28].[NH2:29][C:30]1[CH:38]=[CH:37][C:33]([C:34]([OH:36])=[O:35])=[CH:32][CH:31]=1. The catalyst is C1COCC1. The product is [O:28]=[C:4]1[C:3](=[CH:2][NH:29][C:30]2[CH:38]=[CH:37][C:33]([C:34]([OH:36])=[O:35])=[CH:32][CH:31]=2)[C:11]2[C:6](=[CH:7][C:8]([C:12](=[O:13])[C:14]3[CH:19]=[CH:18][CH:17]=[C:16]([NH:20][C:21]([C:23]4[S:24][CH:25]=[CH:26][CH:27]=4)=[O:22])[CH:15]=3)=[CH:9][CH:10]=2)[NH:5]1. The yield is 0.810. (2) The reactants are [Br:1][C:2]1[CH:10]=[CH:9][C:5]([C:6]([OH:8])=O)=[CH:4][C:3]=1[F:11].C(Cl)(=O)C(Cl)=O.[NH2:18][C:19]1[CH:20]=[C:21]([CH:24]=[CH:25][N:26]=1)[C:22]#[N:23]. The catalyst is C(Cl)Cl.CN(C=O)C.C1COCC1. The product is [Br:1][C:2]1[CH:10]=[CH:9][C:5]([C:6]([NH:18][C:19]2[CH:20]=[C:21]([C:22]#[N:23])[CH:24]=[CH:25][N:26]=2)=[O:8])=[CH:4][C:3]=1[F:11]. The yield is 0.392. (3) The yield is 0.780. The product is [CH2:7]([N:14]1[CH2:18][C:19]2[N:20]=[CH:21][C:22]([N:26]3[CH2:31][CH2:30][CH2:29][CH2:28][CH:27]3[CH3:32])=[N:23][C:24]=2[O:17][CH2:16][CH2:15]1)[C:8]1[CH:13]=[CH:12][CH:11]=[CH:10][CH:9]=1. The reactants are CC(C)([O-])C.[K+].[CH2:7]([N:14]([CH2:18][C:19]1[C:24](Cl)=[N:23][C:22]([N:26]2[CH2:31][CH2:30][CH2:29][CH2:28][CH:27]2[CH3:32])=[CH:21][N:20]=1)[CH2:15][CH2:16][OH:17])[C:8]1[CH:13]=[CH:12][CH:11]=[CH:10][CH:9]=1.O. The catalyst is CN(C=O)C. (4) The reactants are [Br:1][C:2]1[CH:14]=[CH:13][C:12]2[C:11]3[C:6](=[CH:7][C:8]([Br:15])=[CH:9][CH:10]=3)[CH2:5][C:4]=2[CH:3]=1.[OH-].[Na+].[CH2:18](Br)[CH2:19][CH2:20][CH2:21][CH2:22][CH2:23][CH2:24][CH3:25]. The catalyst is CS(C)=O.[OH-].C([N+](CCCC)(CCCC)CCCC)CCC. The product is [Br:1][C:2]1[CH:14]=[CH:13][C:12]2[C:11]3[C:6](=[CH:7][C:8]([Br:15])=[CH:9][CH:10]=3)[C:5]([CH2:13][CH2:14][CH2:2][CH2:3][CH2:4][CH2:12][CH2:11][CH3:10])([CH2:18][CH2:19][CH2:20][CH2:21][CH2:22][CH2:23][CH2:24][CH3:25])[C:4]=2[CH:3]=1. The yield is 0.760.